Dataset: Full USPTO retrosynthesis dataset with 1.9M reactions from patents (1976-2016). Task: Predict the reactants needed to synthesize the given product. (1) Given the product [OH:25][NH:24][C:1](=[NH:2])[C:3]1[CH:4]=[CH:5][C:6]2[O:12][CH2:11][CH:10]([CH2:13][OH:14])[N:9]([C:15]([O:17][C:18]([CH3:19])([CH3:20])[CH3:21])=[O:16])[CH2:8][C:7]=2[CH:22]=1, predict the reactants needed to synthesize it. The reactants are: [C:1]([C:3]1[CH:4]=[CH:5][C:6]2[O:12][CH2:11][CH:10]([CH2:13][OH:14])[N:9]([C:15]([O:17][C:18]([CH3:21])([CH3:20])[CH3:19])=[O:16])[CH2:8][C:7]=2[CH:22]=1)#[N:2].Cl.[NH2:24][OH:25].C(=O)(O)[O-].[Na+]. (2) Given the product [CH2:1]([C:8]1[N:12]([C:13]2[CH:18]=[CH:17][C:16]([S:19]([NH2:22])(=[O:21])=[O:20])=[CH:15][C:14]=2[F:23])[N:11]=[C:10]([CH2:24][Cl:28])[N:9]=1)[C:2]1[CH:7]=[CH:6][CH:5]=[CH:4][CH:3]=1, predict the reactants needed to synthesize it. The reactants are: [CH2:1]([C:8]1[N:12]([C:13]2[CH:18]=[CH:17][C:16]([S:19]([NH2:22])(=[O:21])=[O:20])=[CH:15][C:14]=2[F:23])[N:11]=[C:10]([CH2:24]O)[N:9]=1)[C:2]1[CH:7]=[CH:6][CH:5]=[CH:4][CH:3]=1.S(Cl)([Cl:28])=O.